Dataset: Catalyst prediction with 721,799 reactions and 888 catalyst types from USPTO. Task: Predict which catalyst facilitates the given reaction. Reactant: C(O)(C(F)(F)F)=O.O.C([O:13][C:14](=[O:46])[CH2:15][CH:16]([C:29](=[O:45])[N:30]([C:33]1[CH:38]=[CH:37][C:36]([C:39]2[CH:44]=[CH:43][CH:42]=[CH:41][CH:40]=2)=[CH:35][CH:34]=1)[CH2:31][CH3:32])[CH:17]([CH2:21][CH2:22][C:23]1[CH:28]=[CH:27][CH:26]=[CH:25][CH:24]=1)[C:18]([OH:20])=[O:19])(C)(C)C. Product: [C:36]1([C:39]2[CH:40]=[CH:41][CH:42]=[CH:43][CH:44]=2)[CH:35]=[CH:34][C:33]([N:30]([CH2:31][CH3:32])[C:29]([CH:16]([CH2:15][C:14]([OH:46])=[O:13])[CH:17]([CH2:21][CH2:22][C:23]2[CH:24]=[CH:25][CH:26]=[CH:27][CH:28]=2)[C:18]([OH:20])=[O:19])=[O:45])=[CH:38][CH:37]=1. The catalyst class is: 2.